This data is from KCNQ2 potassium channel screen with 302,405 compounds. The task is: Binary Classification. Given a drug SMILES string, predict its activity (active/inactive) in a high-throughput screening assay against a specified biological target. (1) The molecule is S(CC(=O)N(Cc1ccccc1)c1ccccc1)C(C)C(=O)Nc1noc(c1)C. The result is 0 (inactive). (2) The molecule is Fc1c(OCC(=O)NNC(=O)c2cc(n3cccc3)ccc2)cccc1. The result is 0 (inactive). (3) The molecule is O=C/1N(Cc2ccccc2)C(=O)NC(=O)C1=C(\NNc1ccccc1)C. The result is 0 (inactive). (4) The drug is Clc1ccc(S(=O)(=O)NCC(=O)N(Cc2occc2)CC(=O)NCc2ccc(F)cc2)cc1. The result is 0 (inactive).